This data is from Full USPTO retrosynthesis dataset with 1.9M reactions from patents (1976-2016). The task is: Predict the reactants needed to synthesize the given product. (1) Given the product [Br:1][C:2]1[CH:7]=[C:6]([O:8][CH3:9])[CH:5]=[C:4]([CH3:10])[N:3]=1, predict the reactants needed to synthesize it. The reactants are: [Br:1][C:2]1[CH:7]=[C:6]([O:8][CH3:9])[CH:5]=[C:4]([CH3:10])[N+:3]=1[O-].P(Cl)(Cl)Cl. (2) Given the product [CH3:7][C:6]1([CH3:8])[C:2]2[N:12]=[C:13]([NH2:15])[S:14][C:3]=2[C:4]([CH3:10])([CH3:9])[O:5]1, predict the reactants needed to synthesize it. The reactants are: Br[CH:2]1[C:6]([CH3:8])([CH3:7])[O:5][C:4]([CH3:10])([CH3:9])[C:3]1=O.[NH2:12][C:13]([NH2:15])=[S:14].C(N(CC)CC)C. (3) Given the product [CH3:1][CH:2]([CH3:30])[C:3]([NH:5][C:6]1[CH:11]=[CH:10][CH:9]=[C:8]([CH:12]2[CH2:17][CH2:16][N:15]([CH2:18][CH2:19][CH2:20][C:21]3[C:39]4[C:34](=[CH:35][CH:36]=[CH:37][CH:38]=4)[N:32]([CH3:31])[C:22]=3[C:23]3[CH:28]=[CH:27][CH:26]=[CH:25][CH:24]=3)[CH2:14][CH2:13]2)[CH:7]=1)=[O:4], predict the reactants needed to synthesize it. The reactants are: [CH3:1][CH:2]([CH3:30])[C:3]([NH:5][C:6]1[CH:11]=[CH:10][CH:9]=[C:8]([CH:12]2[CH2:17][CH2:16][N:15]([CH2:18][CH2:19][CH2:20][CH2:21][C:22](=O)[C:23]3[CH:28]=[CH:27][CH:26]=[CH:25][CH:24]=3)[CH2:14][CH2:13]2)[CH:7]=1)=[O:4].[CH3:31][N:32]([C:34]1[CH:39]=[CH:38][CH:37]=[CH:36][CH:35]=1)N. (4) Given the product [CH2:92]([O:91][C:88](=[O:90])[C@H:89]([OH:83])[C@@H:25]([OH:24])[C:34]1[CH:29]=[CH:30][CH:31]=[CH:32][CH:33]=1)[C:93]1[CH:68]=[CH:67][CH:66]=[CH:65][CH:64]=1, predict the reactants needed to synthesize it. The reactants are: CC[C@H]1[C@H]2C[C@H]([C@H]([O:24][C:25]3[C:34]4[C:29](=[CH:30][CH:31]=[CH:32][CH:33]=4)C(O[C@H](C4C=CN=C5C=4C=C(OC)C=C5)[C@@H]4N5C[C@H](CC)[C@@H](CC5)C4)=NN=3)C3C=CN=C4C=3C=C(OC)C=C4)N(CC2)C1.CS(N)(=O)=O.[C:64](OCC1C=CC=CC=1)(=O)[CH:65]=[CH:66][C:67]1C=CC=C[CH:68]=1.S([O-])([O-])=[O:83].[Na+].[Na+].[C:88]([O:91][CH2:92][CH3:93])(=[O:90])[CH3:89].